From a dataset of Reaction yield outcomes from USPTO patents with 853,638 reactions. Predict the reaction yield, written as a fraction of the theoretical maximum amount of product (1.0 means a 100% yield; for example, 0.34 means a 34% yield). The reactants are C([O:3][C:4]([C:6]1[N:7]([CH2:14][CH2:15][CH:16]([CH3:18])[CH3:17])[CH:8]=[C:9]([N+:11]([O-:13])=[O:12])[CH:10]=1)=[O:5])C.[OH-].[Na+]. The catalyst is CO. The product is [CH3:17][CH:16]([CH3:18])[CH2:15][CH2:14][N:7]1[CH:8]=[C:9]([N+:11]([O-:13])=[O:12])[CH:10]=[C:6]1[C:4]([OH:5])=[O:3]. The yield is 0.990.